From a dataset of Forward reaction prediction with 1.9M reactions from USPTO patents (1976-2016). Predict the product of the given reaction. Given the reactants [CH:1]1([N:7]2[CH2:13][C:12]([F:15])([F:14])[C:11](=[O:16])[N:10]([CH3:17])[C:9]3[CH:18]=[N:19][C:20]([NH:22][C:23]4[CH:31]=[CH:30][C:26]([C:27]([OH:29])=O)=[CH:25][C:24]=4[O:32][CH3:33])=[N:21][C:8]2=3)[CH2:6][CH2:5][CH2:4][CH2:3][CH2:2]1.CN(C(ON1N=NC2C=CC=NC1=2)=[N+](C)C)C.F[P-](F)(F)(F)(F)F.C([N:65]1[CH2:71][CH2:70][CH2:69][CH:68]([NH2:72])[CH2:67][CH2:66]1)(OC(C)(C)C)=O, predict the reaction product. The product is: [NH:65]1[CH2:71][CH2:70][CH2:69][CH:68]([NH:72][C:27](=[O:29])[C:26]2[CH:30]=[CH:31][C:23]([NH:22][C:20]3[N:19]=[CH:18][C:9]4[N:10]([CH3:17])[C:11](=[O:16])[C:12]([F:15])([F:14])[CH2:13][N:7]([CH:1]5[CH2:6][CH2:5][CH2:4][CH2:3][CH2:2]5)[C:8]=4[N:21]=3)=[C:24]([O:32][CH3:33])[CH:25]=2)[CH2:67][CH2:66]1.